Predict which catalyst facilitates the given reaction. From a dataset of Catalyst prediction with 721,799 reactions and 888 catalyst types from USPTO. (1) Reactant: [CH:1]1([O:6][C:7]2[CH:8]=[C:9]([C:15]3[CH2:19][C:18]([C:21]4O[C:24](=[S:26])[NH:23][N:22]=4)([CH3:20])[O:17][N:16]=3)[CH:10]=[CH:11][C:12]=2[O:13][CH3:14])[CH2:5][CH2:4][CH2:3][CH2:2]1.O.[NH2:28][NH2:29]. Product: [NH2:28][N:29]1[C:21]([C:18]2([CH3:20])[O:17][N:16]=[C:15]([C:9]3[CH:10]=[CH:11][C:12]([O:13][CH3:14])=[C:7]([O:6][CH:1]4[CH2:2][CH2:3][CH2:4][CH2:5]4)[CH:8]=3)[CH2:19]2)=[N:22][N:23]=[C:24]1[SH:26]. The catalyst class is: 8. (2) Reactant: [Cl:1][C:2]1[C:3]([O:11][CH3:12])=[C:4]([CH2:9]O)[CH:5]=[N:6][C:7]=1[CH3:8].S(Cl)([Cl:15])=O. Product: [Cl:1][C:2]1[C:7]([CH3:8])=[N:6][CH:5]=[C:4]([CH2:9][Cl:15])[C:3]=1[O:11][CH3:12]. The catalyst class is: 22.